This data is from Full USPTO retrosynthesis dataset with 1.9M reactions from patents (1976-2016). The task is: Predict the reactants needed to synthesize the given product. (1) Given the product [CH:1]1([C:4]2[CH:12]=[CH:11][CH:10]=[C:9]3[C:5]=2[C:6]([C:17]([N:37]2[CH2:38][CH2:39][CH:34]([C:29]4[CH:28]=[C:27]([CH:32]=[CH:31][C:30]=4[F:33])[CH2:26][NH:25][C:23](=[O:24])[C:22]([F:41])([F:40])[F:21])[CH2:35][CH2:36]2)=[O:18])=[CH:7][N:8]3[CH2:13][CH2:14][O:15][CH3:16])[CH2:3][CH2:2]1, predict the reactants needed to synthesize it. The reactants are: [CH:1]1([C:4]2[CH:12]=[CH:11][CH:10]=[C:9]3[C:5]=2[C:6]([C:17](O)=[O:18])=[CH:7][N:8]3[CH2:13][CH2:14][O:15][CH3:16])[CH2:3][CH2:2]1.Cl.[F:21][C:22]([F:41])([F:40])[C:23]([NH:25][CH2:26][C:27]1[CH:32]=[CH:31][C:30]([F:33])=[C:29]([CH:34]2[CH2:39][CH2:38][NH:37][CH2:36][CH2:35]2)[CH:28]=1)=[O:24]. (2) Given the product [NH2:23][C:20]1[N:21]=[CH:22][C:17]([C:3]2[CH:4]=[CH:5][C:6]([C:25]3[C:26]([C:27]([OH:29])=[O:28])=[CH:30][CH:31]=[CH:32][CH:33]=3)=[CH:7][C:2]=2[F:1])=[N:18][CH:19]=1, predict the reactants needed to synthesize it. The reactants are: [F:1][C:2]1[CH:7]=[C:6](B2OC(C)(C)C(C)(C)O2)[CH:5]=[CH:4][C:3]=1[C:17]1[N:18]=[CH:19][C:20]([NH2:23])=[N:21][CH:22]=1.Br[C:25]1[CH:33]=[CH:32][CH:31]=[CH:30][C:26]=1[C:27]([OH:29])=[O:28]. (3) Given the product [CH3:22][C:21]1[C:16]([N:13]2[CH2:14][CH2:15][N:10]([C:8]([C:5]3[CH:6]=[CH:7][C:2]([N:28]4[C:29]([CH3:33])([CH3:32])[C:30](=[O:31])[N:26]([CH3:25])[C:27]4=[O:34])=[CH:3][C:4]=3[F:24])=[O:9])[CH2:11][CH2:12]2)=[N:17][CH:18]=[C:19]([CH3:23])[CH:20]=1, predict the reactants needed to synthesize it. The reactants are: Br[C:2]1[CH:7]=[CH:6][C:5]([C:8]([N:10]2[CH2:15][CH2:14][N:13]([C:16]3[C:21]([CH3:22])=[CH:20][C:19]([CH3:23])=[CH:18][N:17]=3)[CH2:12][CH2:11]2)=[O:9])=[C:4]([F:24])[CH:3]=1.[CH3:25][N:26]1[C:30](=[O:31])[C:29]([CH3:33])([CH3:32])[NH:28][C:27]1=[O:34]. (4) The reactants are: [C:1]([C:5]1[N:10]=[CH:9][C:8]([C:11]2[N:12]([C:32](Cl)=[O:33])[C:13]([C:25]3[CH:30]=[CH:29][C:28]([Cl:31])=[CH:27][CH:26]=3)([CH3:24])[C:14]([C:17]3[CH:22]=[CH:21][C:20]([Cl:23])=[CH:19][CH:18]=3)([CH3:16])[N:15]=2)=[C:7]([O:35][CH2:36][CH3:37])[CH:6]=1)([CH3:4])([CH3:3])[CH3:2].[NH:38]1[CH2:43][CH2:42][CH:41]([N:44]2[CH2:50][CH2:49][C:48](=[O:51])[NH:47][CH2:46][CH2:45]2)[CH2:40][CH2:39]1. Given the product [C:1]([C:5]1[N:10]=[CH:9][C:8]([C:11]2[N:12]([C:32]([N:38]3[CH2:39][CH2:40][CH:41]([N:44]4[CH2:50][CH2:49][C:48](=[O:51])[NH:47][CH2:46][CH2:45]4)[CH2:42][CH2:43]3)=[O:33])[C@@:13]([C:25]3[CH:26]=[CH:27][C:28]([Cl:31])=[CH:29][CH:30]=3)([CH3:24])[C@@:14]([C:17]3[CH:18]=[CH:19][C:20]([Cl:23])=[CH:21][CH:22]=3)([CH3:16])[N:15]=2)=[C:7]([O:35][CH2:36][CH3:37])[CH:6]=1)([CH3:2])([CH3:3])[CH3:4], predict the reactants needed to synthesize it. (5) Given the product [CH2:1]([O:8][C:9]1[CH:10]=[CH:11][C:12]([C@@H:20]([O:32][Si:33]([C:36]([CH3:39])([CH3:38])[CH3:37])([CH3:35])[CH3:34])[CH2:21][N:22]([CH2:23][CH2:24][C:25]2[CH:30]=[CH:29][C:28]([OH:31])=[CH:27][CH:26]=2)[C:45](=[O:46])[O:44][C:40]([CH3:43])([CH3:42])[CH3:41])=[C:13]2[C:18]=1[NH:17][C:16](=[O:19])[CH:15]=[CH:14]2)[C:2]1[CH:3]=[CH:4][CH:5]=[CH:6][CH:7]=1, predict the reactants needed to synthesize it. The reactants are: [CH2:1]([O:8][C:9]1[CH:10]=[CH:11][C:12]([C@@H:20]([O:32][Si:33]([C:36]([CH3:39])([CH3:38])[CH3:37])([CH3:35])[CH3:34])[CH2:21][NH:22][CH2:23][CH2:24][C:25]2[CH:30]=[CH:29][C:28]([OH:31])=[CH:27][CH:26]=2)=[C:13]2[C:18]=1[NH:17][C:16](=[O:19])[CH:15]=[CH:14]2)[C:2]1[CH:7]=[CH:6][CH:5]=[CH:4][CH:3]=1.[C:40]([O:44][C:45](O[C:45]([O:44][C:40]([CH3:43])([CH3:42])[CH3:41])=[O:46])=[O:46])([CH3:43])([CH3:42])[CH3:41]. (6) Given the product [F:64][C:63]([F:66])([F:65])[C:61]([O-:67])=[O:62].[Cl:30][C:31]1[CH:38]=[C:37]([CH:36]=[C:33]([C:34]#[N:35])[CH:32]=1)[O:39][C:40]1[C:41](=[O:60])[N:42]([CH2:50][C:51]2[C:59]3[C:54](=[N:55][CH:56]=[CH:57][CH:58]=3)[N:53]([C:4](=[O:6])[CH2:3][NH+:2]([CH3:7])[CH3:1])[N:52]=2)[CH:43]=[CH:44][C:45]=1[C:46]([F:47])([F:48])[F:49], predict the reactants needed to synthesize it. The reactants are: [CH3:1][N:2]([CH3:7])[CH2:3][C:4]([OH:6])=O.N1(O)C2C=CC=CC=2N=N1.Cl.CN(C)CCCN=C=NCC.[Cl:30][C:31]1[CH:32]=[C:33]([CH:36]=[C:37]([O:39][C:40]2[C:41](=[O:60])[N:42]([CH2:50][C:51]3[C:59]4[C:54](=[N:55][CH:56]=[CH:57][CH:58]=4)[NH:53][N:52]=3)[CH:43]=[CH:44][C:45]=2[C:46]([F:49])([F:48])[F:47])[CH:38]=1)[C:34]#[N:35].[C:61]([OH:67])([C:63]([F:66])([F:65])[F:64])=[O:62]. (7) Given the product [N:15]1([C:4]2[C:3]([C:20]#[N:21])=[C:2]3[C:5]([CH2:6][C:8]4[CH:9]=[CH:10][CH:11]=[CH:12][C:13]=43)=[C:6]3[C:8]4[C:13]([CH2:14][C:5]=23)=[CH:12][CH:11]=[CH:10][CH:9]=4)[CH2:19][CH2:18][CH2:17][CH2:16]1, predict the reactants needed to synthesize it. The reactants are: O=[C:2]1O[C:6]2[C:8]3[C:13]([CH2:14][C:5]=2[C:4]([N:15]2[CH2:19][CH2:18][CH2:17][CH2:16]2)=[C:3]1[C:20]#[N:21])=[CH:12][CH:11]=[CH:10][CH:9]=3.[H-].[Na+]. (8) Given the product [C:20]1([C:19]2[N:5]3[C:6]4[CH:18]=[CH:17][CH:16]=[N:15][C:7]=4[NH:8][C:9]4[CH:14]=[CH:13][CH:12]=[CH:11][C:10]=4[C:4]3=[N:3][C:2]=2[C:29]2[CH:30]=[CH:31][N:26]=[CH:27][CH:28]=2)[CH:25]=[CH:24][CH:23]=[CH:22][CH:21]=1, predict the reactants needed to synthesize it. The reactants are: Br[C:2]1[N:3]=[C:4]2[C:10]3[CH:11]=[CH:12][CH:13]=[CH:14][C:9]=3[NH:8][C:7]3[N:15]=[CH:16][CH:17]=[CH:18][C:6]=3[N:5]2[C:19]=1[C:20]1[CH:25]=[CH:24][CH:23]=[CH:22][CH:21]=1.[N:26]1[CH:31]=[CH:30][C:29](B(O)O)=[CH:28][CH:27]=1.